This data is from Full USPTO retrosynthesis dataset with 1.9M reactions from patents (1976-2016). The task is: Predict the reactants needed to synthesize the given product. (1) Given the product [CH2:32]([Br:31])[CH3:33].[F:26][C:21]1[CH:20]=[C:19]([CH:24]=[CH:23][C:22]=1[F:25])[C:5]([C:4]1[CH:27]=[CH:28][C:29]([F:30])=[C:2]([F:1])[CH:3]=1)([OH:18])[C:6]([O:8][C@@:9]12[N:16]([CH3:17])[C@@H:13]([CH2:14][CH2:15]1)[CH2:12][CH:11]=[CH:10]2)=[O:7], predict the reactants needed to synthesize it. The reactants are: [F:1][C:2]1[CH:3]=[C:4]([CH:27]=[CH:28][C:29]=1[F:30])[C:5]([C:19]1[CH:24]=[CH:23][C:22]([F:25])=[C:21]([F:26])[CH:20]=1)([OH:18])[C:6]([O:8][C@@:9]12[N:16]([CH3:17])[C@@H:13]([CH2:14][CH2:15]1)[CH2:12][CH:11]=[CH:10]2)=[O:7].[Br:31][CH2:32][CH3:33]. (2) Given the product [Br:1][C:2]1[N:6]([C@H:7]2[O:20][CH2:19][C@@H:14]([OH:15])[C@@H:9]([OH:10])[CH2:8]2)[C:5]2[CH:21]=[C:22]([Cl:26])[C:23]([Cl:25])=[CH:24][C:4]=2[N:3]=1, predict the reactants needed to synthesize it. The reactants are: [Br:1][C:2]1[N:6]([C@H:7]2[O:20][CH2:19][C@@H:14]([O:15]C(=O)C)[C@@H:9]([O:10]C(=O)C)[CH2:8]2)[C:5]2[CH:21]=[C:22]([Cl:26])[C:23]([Cl:25])=[CH:24][C:4]=2[N:3]=1.C(=O)([O-])[O-].[Na+].[Na+].